Predict the reaction yield, written as a fraction of the theoretical maximum amount of product (1.0 means a 100% yield; for example, 0.34 means a 34% yield). From a dataset of Reaction yield outcomes from USPTO patents with 853,638 reactions. The reactants are [C:1]([O:5][C:6]([N:8]1[CH2:17][CH2:16][C:15]2[C:10](=[CH:11][CH:12]=[C:13]([NH:18][C:19]3[N:24]=[C:23]([CH2:25][CH2:26][C:27]4[CH:32]=[CH:31][CH:30]=[CH:29][C:28]=4[CH2:33][C:34]([O-:36])=O)[C:22]([C:37]([F:40])([F:39])[F:38])=[CH:21][N:20]=3)[CH:14]=2)[CH2:9]1)=[O:7])([CH3:4])([CH3:3])[CH3:2].[Li+].C[N:43](C(ON1N=NC2C=CC=NC1=2)=[N+](C)C)C.F[P-](F)(F)(F)(F)F.C(=O)([O-])[O-].[NH4+].[NH4+].CCN(C(C)C)C(C)C.C(=O)(O)[O-].[Na+]. The catalyst is CN(C=O)C.O. The product is [NH2:43][C:34](=[O:36])[CH2:33][C:28]1[CH:29]=[CH:30][CH:31]=[CH:32][C:27]=1[CH2:26][CH2:25][C:23]1[C:22]([C:37]([F:39])([F:38])[F:40])=[CH:21][N:20]=[C:19]([NH:18][C:13]2[CH:14]=[C:15]3[C:10](=[CH:11][CH:12]=2)[CH2:9][N:8]([C:6]([O:5][C:1]([CH3:2])([CH3:4])[CH3:3])=[O:7])[CH2:17][CH2:16]3)[N:24]=1. The yield is 0.670.